Dataset: Full USPTO retrosynthesis dataset with 1.9M reactions from patents (1976-2016). Task: Predict the reactants needed to synthesize the given product. (1) The reactants are: [O:1]=[C:2]1[N:6]([CH2:7][CH2:8][S:9][C:10]2[S:11][CH:12]=[C:13]([C:15]([OH:17])=[O:16])[N:14]=2)[C@@H:5](/[CH:18]=[CH:19]/[CH2:20][C:21](O)([CH3:29])[CH2:22][CH2:23][CH2:24][C:25]([F:28])([F:27])[F:26])[CH2:4][O:3]1.C(N(CC)CC)C.ClC1C=C(Cl)C=C(Cl)C=1C(Cl)=O.C1(C)C=CC=CC=1. Given the product [CH3:29][C@:21]1([CH2:22][CH2:23][CH2:24][C:25]([F:27])([F:26])[F:28])[O:16][C:15](=[O:17])[C:13]2[N:14]=[C:10]([S:11][CH:12]=2)[S:9][CH2:8][CH2:7][N:6]2[C@H:5]([CH2:4][O:3][C:2]2=[O:1])[CH:18]=[CH:19][CH2:20]1, predict the reactants needed to synthesize it. (2) Given the product [Br:1][C:2]1[CH:7]=[CH:6][C:5]([C:8](=[N:22][O:23][CH2:24][CH3:25])[CH:9]2[CH2:10][CH2:11][N:12]([C:15]3([CH3:21])[CH2:20][CH2:19][N:18]([C:37]([C:36]4[C:35]5[C:30](=[CH:31][CH:32]=[CH:33][CH:34]=5)[N:29]=[C:28]([CH3:40])[C:27]=4[OH:26])=[O:38])[CH2:17][CH2:16]3)[CH2:13][CH2:14]2)=[CH:4][CH:3]=1, predict the reactants needed to synthesize it. The reactants are: [Br:1][C:2]1[CH:7]=[CH:6][C:5]([C:8](=[N:22][O:23][CH2:24][CH3:25])[CH:9]2[CH2:14][CH2:13][N:12]([C:15]3([CH3:21])[CH2:20][CH2:19][NH:18][CH2:17][CH2:16]3)[CH2:11][CH2:10]2)=[CH:4][CH:3]=1.[OH:26][C:27]1[C:28]([CH3:40])=[N:29][C:30]2[C:35]([C:36]=1[C:37](O)=[O:38])=[CH:34][CH:33]=[CH:32][CH:31]=2.CCN(CC)CC.CN(C(ON1N=NC2C=CC=NC1=2)=[N+](C)C)C.F[P-](F)(F)(F)(F)F. (3) Given the product [C:1]([C:5]1[CH:9]=[C:8]([CH2:10][CH2:11][C:12]([O:14][CH2:15][CH3:16])=[O:13])[N:7]([CH2:17][C:18]2[CH:23]=[CH:22][C:21]([C:24]([F:27])([F:26])[F:25])=[CH:20][C:19]=2[Cl:28])[N:6]=1)([CH3:2])([CH3:3])[CH3:4], predict the reactants needed to synthesize it. The reactants are: [C:1]([C:5]1[CH:9]=[C:8](/[CH:10]=[CH:11]/[C:12]([O:14][CH2:15][CH3:16])=[O:13])[N:7]([CH2:17][C:18]2[CH:23]=[CH:22][C:21]([C:24]([F:27])([F:26])[F:25])=[CH:20][C:19]=2[Cl:28])[N:6]=1)([CH3:4])([CH3:3])[CH3:2]. (4) The reactants are: [Br:1][C:2]1[CH:3]=[C:4](N)[C:5]([CH3:8])=[N:6][CH:7]=1.Cl.[O:11]1[CH2:16][CH2:15]OCC1.N(O[CH2:20]CC(C)C)=O. Given the product [Br:1][C:2]1[CH:3]=[C:4]([O:11][CH:16]([CH3:20])[CH3:15])[C:5]([CH3:8])=[N:6][CH:7]=1, predict the reactants needed to synthesize it. (5) Given the product [OH:14][C:13]1[C:12]2[C:7](=[CH:8][CH:9]=[CH:10][CH:11]=2)[NH:6][C:5](=[O:15])[C:4]=1[C:1](=[O:3])[CH:2]=[CH:23][C:22]1[CH:25]=[CH:26][CH:27]=[C:20]([O:19][CH2:18][C:16]#[N:17])[CH:21]=1, predict the reactants needed to synthesize it. The reactants are: [C:1]([C:4]1[C:5](=[O:15])[NH:6][C:7]2[C:12]([C:13]=1[OH:14])=[CH:11][CH:10]=[CH:9][CH:8]=2)(=[O:3])[CH3:2].[C:16]([CH2:18][O:19][C:20]1[CH:21]=[C:22]([CH:25]=[CH:26][CH:27]=1)[CH:23]=O)#[N:17].N1CCCCC1.O. (6) Given the product [Cl:32][C:33]1[CH:34]=[N:35][C:36]([NH:39][C:2]2[C:10]3[O:9][CH2:8][C@@H:7]([N:11]([C:26](=[O:31])[C:27]([F:30])([F:29])[F:28])[C:12]4[CH:25]=[CH:24][C:15]5[C@H:16]([CH2:19][C:20]([O:22][CH3:23])=[O:21])[CH2:17][O:18][C:14]=5[CH:13]=4)[C:6]=3[CH:5]=[CH:4][CH:3]=2)=[N:37][CH:38]=1, predict the reactants needed to synthesize it. The reactants are: Br[C:2]1[C:10]2[O:9][CH2:8][C@@H:7]([N:11]([C:26](=[O:31])[C:27]([F:30])([F:29])[F:28])[C:12]3[CH:25]=[CH:24][C:15]4[C@H:16]([CH2:19][C:20]([O:22][CH3:23])=[O:21])[CH2:17][O:18][C:14]=4[CH:13]=3)[C:6]=2[CH:5]=[CH:4][CH:3]=1.[Cl:32][C:33]1[CH:34]=[N:35][C:36]([NH2:39])=[N:37][CH:38]=1.C1(P(C2C=CC=CC=2)C2C3OC4C(=CC=CC=4P(C4C=CC=CC=4)C4C=CC=CC=4)C(C)(C)C=3C=CC=2)C=CC=CC=1.C(=O)([O-])[O-].[Cs+].[Cs+]. (7) The reactants are: [NH:1]1[C:9]2[CH2:8][CH2:7][NH:6][CH2:5][C:4]=2[C:3]([CH:10]2[CH2:14][CH2:13][CH:12]([OH:15])[CH2:11]2)=[N:2]1.[Cl:16][C:17]1[CH:18]=[C:19]([NH:23][C:24](=O)[O:25]C2C=CC=CC=2)[CH:20]=[CH:21][CH:22]=1. Given the product [Cl:16][C:17]1[CH:18]=[C:19]([NH:23][C:24]([N:6]2[CH2:7][CH2:8][C:9]3[NH:1][N:2]=[C:3]([CH:10]4[CH2:14][CH2:13][CH:12]([OH:15])[CH2:11]4)[C:4]=3[CH2:5]2)=[O:25])[CH:20]=[CH:21][CH:22]=1, predict the reactants needed to synthesize it. (8) The reactants are: [Cl:1][C:2]1[CH:3]=[C:4](I)[C:5]([OH:20])=[C:6]([CH2:8][N:9]2[C:13]([CH3:14])=[CH:12][C:11]([C:15]([O:17][CH2:18][CH3:19])=[O:16])=[N:10]2)[CH:7]=1.[C:22]1([C:28]#[CH:29])[CH:27]=[CH:26][CH:25]=[CH:24][CH:23]=1.CCN(CC)CC. Given the product [Cl:1][C:2]1[CH:7]=[C:6]([CH2:8][N:9]2[C:13]([CH3:14])=[CH:12][C:11]([C:15]([O:17][CH2:18][CH3:19])=[O:16])=[N:10]2)[C:5]2[O:20][C:28]([C:22]3[CH:27]=[CH:26][CH:25]=[CH:24][CH:23]=3)=[CH:29][C:4]=2[CH:3]=1, predict the reactants needed to synthesize it. (9) Given the product [C:1]([OH:6])(=[O:5])[C:2]([OH:4])=[O:3].[CH2:7]([O:14][NH:15][C@H:16]1[CH2:21][NH:20][C@H:19]([C:22]#[N:23])[CH2:18][CH2:17]1)[C:8]1[CH:13]=[CH:12][CH:11]=[CH:10][CH:9]=1, predict the reactants needed to synthesize it. The reactants are: [C:1]([OH:6])(=[O:5])[C:2]([OH:4])=[O:3].[CH2:7]([O:14][NH:15][CH:16]1[CH2:21][NH:20][C@H:19]([C:22]#[N:23])[CH2:18][CH2:17]1)[C:8]1[CH:13]=[CH:12][CH:11]=[CH:10][CH:9]=1. (10) Given the product [NH2:29][C:25]1[CH:26]=[CH:27][CH:4]=[CH:5][C:6]=1[CH2:7][O:8][C:9]1[CH:10]=[C:11]([C:15]2[CH:19]=[CH:18][O:17][C:16]=2[C:20]([O:22][CH2:23][CH3:24])=[O:21])[CH:12]=[CH:13][CH:14]=1, predict the reactants needed to synthesize it. The reactants are: [N+]([C:4]1[CH:5]=[C:6]([CH:25]=[CH:26][CH:27]=1)[CH2:7][O:8][C:9]1[CH:10]=[C:11]([C:15]2[CH:19]=[CH:18][O:17][C:16]=2[C:20]([O:22][CH2:23][CH3:24])=[O:21])[CH:12]=[CH:13][CH:14]=1)([O-])=O.[Cl-].[NH4+:29].C(O)C.